The task is: Predict the reactants needed to synthesize the given product.. This data is from Full USPTO retrosynthesis dataset with 1.9M reactions from patents (1976-2016). (1) Given the product [C:29]([O:33][C:34]([N:8]1[C:6]2[C:5](=[CH:4][CH:3]=[C:2]([Cl:1])[CH:7]=2)[C:10]2([CH:15]([C:16]3[CH:21]=[CH:20][CH:19]=[C:18]([Cl:22])[CH:17]=3)[CH2:14][C:13](=[O:23])[NH:12][CH:11]2[C:24]([CH3:25])=[CH2:27])[C:9]1=[O:28])=[O:35])([CH3:32])([CH3:31])[CH3:30], predict the reactants needed to synthesize it. The reactants are: [Cl:1][C:2]1[CH:7]=[C:6]2[NH:8][C:9](=[O:28])[C:10]3([CH:15]([C:16]4[CH:21]=[CH:20][CH:19]=[C:18]([Cl:22])[CH:17]=4)[CH2:14][C:13](=[O:23])[NH:12][CH:11]3[C:24](=[CH2:27])[CH2:25]C)[C:5]2=[CH:4][CH:3]=1.[C:29]([O:33][C:34](O[C:34]([O:33][C:29]([CH3:32])([CH3:31])[CH3:30])=[O:35])=[O:35])([CH3:32])([CH3:31])[CH3:30]. (2) Given the product [Cl:27][C:2]1[C:10]2[C:5](=[CH:6][CH:7]=[CH:8][C:9]=2[N+:11]([O-:13])=[O:12])[N:4]([CH2:16][C:17]2[CH:22]=[CH:21][CH:20]=[C:19]([CH:23]3[CH2:24][CH2:25]3)[N:18]=2)[N:3]=1, predict the reactants needed to synthesize it. The reactants are: Br[C:2]1[C:10]2[C:5](=[CH:6][CH:7]=[CH:8][C:9]=2[N+:11]([O-:13])=[O:12])[NH:4][N:3]=1.Cl.Cl[CH2:16][C:17]1[CH:22]=[CH:21][CH:20]=[C:19]([CH:23]2[CH2:25][CH2:24]2)[N:18]=1.Cl.[Cl:27]CC1C=CC=C(C(C)C)N=1.